This data is from Catalyst prediction with 721,799 reactions and 888 catalyst types from USPTO. The task is: Predict which catalyst facilitates the given reaction. (1) Reactant: [CH3:1][O:2][C:3]1[CH:8]=[CH:7][C:6]([CH2:9][CH:10]([NH:15][CH:16]=O)[C:11]2([CH3:14])[CH2:13][CH2:12]2)=[CH:5][C:4]=1[O:18][CH2:19][CH2:20][O:21][CH3:22].O=P(Cl)(Cl)Cl. Product: [CH3:1][O:2][C:3]1[CH:8]=[C:7]2[C:6]([CH2:9][CH:10]([C:11]3([CH3:14])[CH2:13][CH2:12]3)[N:15]=[CH:16]2)=[CH:5][C:4]=1[O:18][CH2:19][CH2:20][O:21][CH3:22]. The catalyst class is: 10. (2) Reactant: [Cl:1][C:2]1[CH:7]=[CH:6][N:5]=[C:4]2[NH:8][C:9]([C:11]3[CH:16]=[CH:15][C:14]([CH2:17][N:18]4[CH2:23][CH2:22][O:21][CH2:20][CH2:19]4)=[CH:13][CH:12]=3)=[N:10][C:3]=12.[N:24]1([C:29]([C:31]2[CH:36]=[CH:35][C:34](B(O)O)=[CH:33][CH:32]=2)=[O:30])[CH2:28][CH2:27][CH2:26][CH2:25]1.C(=O)([O-])[O-].[Na+].[Na+]. Product: [ClH:1].[N:18]1([CH2:17][C:14]2[CH:15]=[CH:16][C:11]([C:9]3[NH:8][C:4]4=[N:5][CH:6]=[CH:7][C:2]([C:34]5[CH:33]=[CH:32][C:31]([C:29]([N:24]6[CH2:25][CH2:26][CH2:27][CH2:28]6)=[O:30])=[CH:36][CH:35]=5)=[C:3]4[N:10]=3)=[CH:12][CH:13]=2)[CH2:23][CH2:22][O:21][CH2:20][CH2:19]1. The catalyst class is: 140.